From a dataset of Retrosynthesis with 50K atom-mapped reactions and 10 reaction types from USPTO. Predict the reactants needed to synthesize the given product. (1) The reactants are: Cc1noc(-c2ccc(Br)cc2)c1CNC(=O)OCc1ccccc1.O=C(O)c1cccc(B(O)O)c1. Given the product Cc1noc(-c2ccc(-c3cccc(C(=O)O)c3)cc2)c1CNC(=O)OCc1ccccc1, predict the reactants needed to synthesize it. (2) The reactants are: CC(=O)Cl.CN1C[C@@H](O)C[C@@H](c2ccccc2)C1. Given the product CC(=O)O[C@H]1C[C@@H](c2ccccc2)CN(C)C1, predict the reactants needed to synthesize it. (3) Given the product CNc1ccc(C(=O)CCC(=O)O)cc1[N+](=O)[O-], predict the reactants needed to synthesize it. The reactants are: CN.O=C(O)CCC(=O)c1ccc(Cl)c([N+](=O)[O-])c1. (4) Given the product CC(C)(C)NS(=O)(=O)c1ccc(-c2ccc(CC#N)cc2)s1, predict the reactants needed to synthesize it. The reactants are: CC(C)(C)NS(=O)(=O)c1ccc(Br)s1.N#CCc1ccc(B(O)O)cc1. (5) Given the product Cc1ccccc1C(c1ccccc1C)n1cccc(C(=O)N[C@@H](CCCNC(=N)NS(=O)(=O)c2c(C)c(C)c3c(c2C)CCC(C)(C)O3)C(=O)OC(C)(C)C)c1=O, predict the reactants needed to synthesize it. The reactants are: Cc1c(C)c(S(=O)(=O)NC(=N)NCCC[C@H](N)C(=O)OC(C)(C)C)c(C)c2c1OC(C)(C)CC2.Cc1ccccc1C(c1ccccc1C)n1cccc(C(=O)O)c1=O. (6) Given the product CN1CCC2(CC1)C(=O)Nc1ccc(N)cc12, predict the reactants needed to synthesize it. The reactants are: CN1CCC2(CC1)C(=O)Nc1ccc(NC(=O)OC(C)(C)C)cc12. (7) The reactants are: Nc1c(Cl)cccc1Cl.[N-]=[N+]=[N-]. Given the product [N-]=[N+]=Nc1c(Cl)cccc1Cl, predict the reactants needed to synthesize it. (8) Given the product Nc1cccc(CN2CCC(F)(F)CC2)n1, predict the reactants needed to synthesize it. The reactants are: CC(C)(C)OC(=O)Nc1cccc(CN2CCC(F)(F)CC2)n1.